This data is from Full USPTO retrosynthesis dataset with 1.9M reactions from patents (1976-2016). The task is: Predict the reactants needed to synthesize the given product. (1) Given the product [CH3:21][O:20][C:5]1[CH:6]=[C:7]([C:8]2[O:17][C:12]3[CH2:13][CH2:14][CH2:15][CH2:16][C:11]=3[N:10]=2)[CH:18]=[CH:19][C:4]=1[CH2:3][C:1]#[N:2], predict the reactants needed to synthesize it. The reactants are: [C:1]([CH2:3][C:4]1[CH:19]=[CH:18][C:7]([C:8]([NH:10][CH:11]2[CH2:16][CH2:15][CH2:14][CH2:13][C:12]2=[O:17])=O)=[CH:6][C:5]=1[O:20][CH3:21])#[N:2].O=P(Cl)(Cl)Cl. (2) The reactants are: [NH:1]1[C:9]2[C:4](=[CH:5][CH:6]=[CH:7][CH:8]=2)[CH:3]=[CH:2]1.[CH3:10][O:11][C:12](=[O:16])[CH2:13][CH2:14]Br. Given the product [CH3:10][O:11][C:12](=[O:16])[CH2:13][CH2:14][N:1]1[C:9]2[C:4](=[CH:5][CH:6]=[CH:7][CH:8]=2)[CH:3]=[CH:2]1, predict the reactants needed to synthesize it. (3) Given the product [O:18]1[C:22]2[CH:23]=[CH:24][CH:25]=[CH:26][C:21]=2[CH:20]=[C:19]1[C:2]1[C:10]2[C:6](=[N:7][N:8]([C:11]3[CH:16]=[CH:15][N:14]=[CH:13][CH:12]=3)[N:9]=2)[C:5]([C:42]2[O:33][C:30]3[CH:41]=[CH:40][CH:39]=[CH:38][C:37]=3[CH:36]=2)=[CH:4][CH:3]=1, predict the reactants needed to synthesize it. The reactants are: Br[C:2]1[C:10]2[C:6](=[N:7][N:8]([C:11]3[CH:16]=[CH:15][N:14]=[CH:13][CH:12]=3)[N:9]=2)[C:5](Br)=[CH:4][CH:3]=1.[O:18]1[C:22]2[CH:23]=[CH:24][CH:25]=[CH:26][C:21]=2[CH:20]=[C:19]1B(O)O.[C:30](=[O:33])([O-])[O-].[Na+].[Na+].[C:36]1([CH3:42])[CH:41]=[CH:40][CH:39]=[CH:38][CH:37]=1. (4) Given the product [NH:11]1[C:15]2[CH:16]=[CH:17][CH:18]=[CH:19][C:14]=2[N:13]=[C:12]1[C@H:8]([NH:9][C:10]([NH:32][CH2:31][C:28]1[CH:29]=[CH:30][C:25]([O:24][CH3:23])=[CH:26][CH:27]=1)=[O:20])[CH2:7][C:6]1[CH:21]=[CH:22][C:3]([O:2][CH3:1])=[CH:4][CH:5]=1, predict the reactants needed to synthesize it. The reactants are: [CH3:1][O:2][C:3]1[CH:22]=[CH:21][C:6]([CH2:7][C@@H:8]2[C:12]3=[N:13][C:14]4[CH:19]=[CH:18][CH:17]=[CH:16][C:15]=4[N:11]3[C:10](=[O:20])[NH:9]2)=[CH:5][CH:4]=1.[CH3:23][O:24][C:25]1[CH:30]=[CH:29][C:28]([CH2:31][NH2:32])=[CH:27][CH:26]=1.C(O)(C(F)(F)F)=O.